This data is from Forward reaction prediction with 1.9M reactions from USPTO patents (1976-2016). The task is: Predict the product of the given reaction. (1) Given the reactants C(=O)([O-])[O-].[K+].[K+].[Cl:7][C:8]1[C:9]2[C:16]([I:17])=[CH:15][NH:14][C:10]=2[N:11]=[CH:12][N:13]=1.Br[CH2:19][CH:20]([O:23][Si:24]([C:27]([CH3:30])([CH3:29])[CH3:28])([CH3:26])[CH3:25])[CH:21]=[CH2:22].O, predict the reaction product. The product is: [Si:24]([O:23][CH:20]([CH:21]=[CH2:22])[CH2:19][N:14]1[C:10]2[N:11]=[CH:12][N:13]=[C:8]([Cl:7])[C:9]=2[C:16]([I:17])=[CH:15]1)([C:27]([CH3:28])([CH3:29])[CH3:30])([CH3:25])[CH3:26]. (2) The product is: [CH2:63]([O:62][CH:61]([O:58][NH:57][C:39]([C:36]1[CH:35]=[N:34][C:33]([N:30]2[CH2:29][CH:28]3[CH:32]([CH:27]3[NH:26][S:23]([C:14]3[CH:15]=[CH:16][C:17]4[C:22](=[CH:21][CH:20]=[CH:19][CH:18]=4)[CH:13]=3)(=[O:25])=[O:24])[CH2:31]2)=[N:38][CH:37]=1)=[O:41])[CH3:60])[CH:7]([CH3:6])[CH3:8]. Given the reactants CCN=C=N[CH2:6][CH2:7][CH2:8]N(C)C.Cl.[CH:13]1[C:22]2[C:17](=[CH:18][CH:19]=[CH:20][CH:21]=2)[CH:16]=[CH:15][C:14]=1[S:23]([NH:26][CH:27]1[CH:32]2[CH:28]1[CH2:29][N:30]([C:33]1[N:38]=[CH:37][C:36]([C:39]([OH:41])=O)=[CH:35][N:34]=1)[CH2:31]2)(=[O:25])=[O:24].CCN(CC)CC.C1C=CC2[N:57]([OH:58])N=NC=2C=1.C1[CH2:63][O:62][CH2:61][CH2:60]1, predict the reaction product. (3) Given the reactants Br[C:2]1[S:10][C:9]2[C:8](=[O:11])[NH:7][C:6]([C@@H:12]3[CH2:17][CH2:16][CH2:15][CH2:14][N:13]3[C:18]([O:20][C:21]([CH3:24])([CH3:23])[CH3:22])=[O:19])=[N:5][C:4]=2[CH:3]=1.[F:25][C:26]([F:55])([F:54])[C:27]1[C:31](B(O)O)=[CH:30][N:29]([C:35]([C:48]2[CH:53]=[CH:52][CH:51]=[CH:50][CH:49]=2)([C:42]2[CH:47]=[CH:46][CH:45]=[CH:44][CH:43]=2)[C:36]2[CH:41]=[CH:40][CH:39]=[CH:38][CH:37]=2)[N:28]=1.C(=O)([O-])[O-].[Na+].[Na+].C(O)C, predict the reaction product. The product is: [O:11]=[C:8]1[NH:7][C:6]([C@@H:12]2[CH2:17][CH2:16][CH2:15][CH2:14][N:13]2[C:18]([O:20][C:21]([CH3:24])([CH3:23])[CH3:22])=[O:19])=[N:5][C:4]2[CH:3]=[C:2]([C:31]3[C:27]([C:26]([F:54])([F:55])[F:25])=[N:28][N:29]([C:35]([C:42]4[CH:43]=[CH:44][CH:45]=[CH:46][CH:47]=4)([C:48]4[CH:53]=[CH:52][CH:51]=[CH:50][CH:49]=4)[C:36]4[CH:37]=[CH:38][CH:39]=[CH:40][CH:41]=4)[CH:30]=3)[S:10][C:9]1=2.